This data is from Peptide-MHC class I binding affinity with 185,985 pairs from IEDB/IMGT. The task is: Regression. Given a peptide amino acid sequence and an MHC pseudo amino acid sequence, predict their binding affinity value. This is MHC class I binding data. (1) The peptide sequence is EQRLIDICV. The MHC is HLA-B35:01 with pseudo-sequence HLA-B35:01. The binding affinity (normalized) is 0.0847. (2) The peptide sequence is YTVKYPNR. The MHC is H-2-Kb with pseudo-sequence H-2-Kb. The binding affinity (normalized) is 0.0712. (3) The peptide sequence is DPGFYRNYI. The MHC is H-2-Kb with pseudo-sequence H-2-Kb. The binding affinity (normalized) is 0.0735. (4) The peptide sequence is APRTLVYLL. The MHC is HLA-A11:01 with pseudo-sequence HLA-A11:01. The binding affinity (normalized) is 0.